Dataset: Catalyst prediction with 721,799 reactions and 888 catalyst types from USPTO. Task: Predict which catalyst facilitates the given reaction. (1) Reactant: Cl.[Cl:2][C:3]1[C:4]([CH2:9][NH2:10])=[N:5][CH:6]=[CH:7][N:8]=1.[OH:11][C@H:12]1[CH2:17][CH2:16][C@H:15]([C:18](O)=[O:19])[CH2:14][CH2:13]1.ON1C2N=CC=CC=2N=N1.C(N(CC)CC)C. Product: [Cl:2][C:3]1[C:4]([CH2:9][NH:10][C:18]([C@H:15]2[CH2:16][CH2:17][C@H:12]([OH:11])[CH2:13][CH2:14]2)=[O:19])=[N:5][CH:6]=[CH:7][N:8]=1. The catalyst class is: 4. (2) Product: [C:49]([O:48][C@@H:42]([C:33]1[C:32]([CH3:53])=[CH:31][C:29]2[N:30]=[C:26]([C:10]3[CH:11]=[CH:12][CH:13]=[C:8]([N:6]4[CH:7]=[C:2]([CH3:1])[C:3](=[O:24])[NH:4][C:5]4=[O:23])[CH:9]=3)[S:27][C:28]=2[C:34]=1[C:35]1[CH:36]=[CH:37][C:38]([Cl:41])=[CH:39][CH:40]=1)[C:43]([O:45][CH2:46][CH3:47])=[O:44])([CH3:50])([CH3:51])[CH3:52]. Reactant: [CH3:1][C:2]1[C:3](=[O:24])[NH:4][C:5](=[O:23])[N:6]([C:8]2[CH:13]=[CH:12][CH:11]=[C:10](B3OC(C)(C)C(C)(C)O3)[CH:9]=2)[CH:7]=1.Br[C:26]1[S:27][C:28]2[C:34]([C:35]3[CH:40]=[CH:39][C:38]([Cl:41])=[CH:37][CH:36]=3)=[C:33]([C@H:42]([O:48][C:49]([CH3:52])([CH3:51])[CH3:50])[C:43]([O:45][CH2:46][CH3:47])=[O:44])[C:32]([CH3:53])=[CH:31][C:29]=2[N:30]=1.C(=O)([O-])[O-].[K+].[K+]. The catalyst class is: 535. (3) Reactant: [Br:1][C:2]1[CH:3]=[C:4]([C@@H:8]([NH:17][C:18]([C@@H:20]2[CH2:25][CH2:24][CH2:23][N:22]([C:26](=[O:42])[CH2:27][CH2:28][CH:29]3[CH2:34][CH2:33][N:32](C(OC(C)(C)C)=O)[CH2:31][CH2:30]3)[CH2:21]2)=[O:19])[CH2:9][C:10]([O:12]C(C)(C)C)=[O:11])[CH:5]=[N:6][CH:7]=1. Product: [Br:1][C:2]1[CH:3]=[C:4]([C@@H:8]([NH:17][C:18]([C@@H:20]2[CH2:25][CH2:24][CH2:23][N:22]([C:26](=[O:42])[CH2:27][CH2:28][CH:29]3[CH2:34][CH2:33][NH:32][CH2:31][CH2:30]3)[CH2:21]2)=[O:19])[CH2:9][C:10]([OH:12])=[O:11])[CH:5]=[N:6][CH:7]=1. The catalyst class is: 106. (4) Reactant: [O:1]=[C:2]1[C:11]2[C:6](=[CH:7][C:8]([C:12]([OH:14])=O)=[CH:9][CH:10]=2)[NH:5][C:4](=[S:15])[N:3]1[CH2:16][C:17]1[S:18][CH:19]=[CH:20][N:21]=1.[Cl:22][C:23]1[CH:30]=[CH:29][C:26]([CH2:27][NH2:28])=[CH:25][CH:24]=1.CCN(C(C)C)C(C)C.CN(C(ON1N=NC2C=CC=NC1=2)=[N+](C)C)C.F[P-](F)(F)(F)(F)F.Cl.O1CCOCC1. Product: [Cl:22][C:23]1[CH:30]=[CH:29][C:26]([CH2:27][NH:28][C:12]([C:8]2[CH:7]=[C:6]3[C:11]([C:2](=[O:1])[N:3]([CH2:16][C:17]4[S:18][CH:19]=[CH:20][N:21]=4)[C:4](=[S:15])[NH:5]3)=[CH:10][CH:9]=2)=[O:14])=[CH:25][CH:24]=1. The catalyst class is: 3.